From a dataset of Full USPTO retrosynthesis dataset with 1.9M reactions from patents (1976-2016). Predict the reactants needed to synthesize the given product. Given the product [CH3:1][O:2][C:3]([C:5]1[C:10]([CH:11]=[CH2:12])=[C:9]([NH2:13])[N:8]=[C:7]([C:19]2[CH:20]=[CH:21][C:16]([Cl:15])=[C:17]([F:32])[C:18]=2[F:31])[N:6]=1)=[O:4], predict the reactants needed to synthesize it. The reactants are: [CH3:1][O:2][C:3]([C:5]1[C:10]([CH:11]=[CH2:12])=[C:9]([NH2:13])[N:8]=[C:7](Cl)[N:6]=1)=[O:4].[Cl:15][C:16]1[CH:21]=[CH:20][C:19](B2OC(C)(C)C(C)(C)O2)=[C:18]([F:31])[C:17]=1[F:32].[F-].[Cs+].